This data is from Human liver microsome stability data. The task is: Regression/Classification. Given a drug SMILES string, predict its absorption, distribution, metabolism, or excretion properties. Task type varies by dataset: regression for continuous measurements (e.g., permeability, clearance, half-life) or binary classification for categorical outcomes (e.g., BBB penetration, CYP inhibition). Dataset: hlm. (1) The molecule is COc1cccc(C(=O)Nc2ccc(NC(=O)c3cscn3)cc2)c1. The result is 1 (stable in human liver microsomes). (2) The compound is O=C(Nc1cc2ccnc(O)c2cc1Cl)C1CNCC1c1ccccn1. The result is 0 (unstable in human liver microsomes).